This data is from Reaction yield outcomes from USPTO patents with 853,638 reactions. The task is: Predict the reaction yield, written as a fraction of the theoretical maximum amount of product (1.0 means a 100% yield; for example, 0.34 means a 34% yield). (1) The reactants are [NH2:1][C:2]1[N:6]([C:7]2[CH:12]=[CH:11][CH:10]=[CH:9][C:8]=2[O:13][CH3:14])[N:5]=[CH:4][C:3]=1[C:15]#[N:16].[OH:17]O. The catalyst is [OH-].[NH4+]. The product is [NH2:1][C:2]1[N:6]([C:7]2[CH:12]=[CH:11][CH:10]=[CH:9][C:8]=2[O:13][CH3:14])[N:5]=[CH:4][C:3]=1[C:15]([NH2:16])=[O:17]. The yield is 0.840. (2) The reactants are [Cl:1][C:2]1[CH:3]=[C:4]([C@@H:8]([C:17]2[CH:22]=[CH:21][CH:20]=[C:19]([C:23]([NH:25][CH2:26][C@@H:27]([N:35](C(OC(C)(C)C)=O)[CH3:36])[CH2:28][C@H:29]3[CH2:34][CH2:33][CH2:32][O:31][CH2:30]3)=[O:24])[CH:18]=2)[O:9][CH2:10][CH2:11][NH:12][C:13](=[O:16])[O:14][CH3:15])[CH:5]=[CH:6][CH:7]=1.Cl.O1CCOCC1. The catalyst is C(#N)C. The product is [Cl:1][C:2]1[CH:3]=[C:4]([C@@H:8]([C:17]2[CH:22]=[CH:21][CH:20]=[C:19]([C:23]([NH:25][CH2:26][C@@H:27]([NH:35][CH3:36])[CH2:28][C@H:29]3[CH2:34][CH2:33][CH2:32][O:31][CH2:30]3)=[O:24])[CH:18]=2)[O:9][CH2:10][CH2:11][NH:12][C:13](=[O:16])[O:14][CH3:15])[CH:5]=[CH:6][CH:7]=1. The yield is 0.780. (3) The reactants are C(O[C:4](=[O:20])[C:5]([CH3:19])([CH2:11][NH:12][C:13]1[CH:18]=[CH:17][CH:16]=[CH:15][CH:14]=1)[CH2:6][CH2:7][CH:8]([CH3:10])[CH3:9])C.[CH3:21][S:22]([NH:25][CH2:26][C:27]1[C:35]2[S:34](=[O:37])(=[O:36])[N:33]=[C:32]([CH2:38][C:39](O)=[O:40])[NH:31][C:30]=2[S:29][CH:28]=1)(=[O:24])=[O:23].Cl.CN(C)CCCN=C=NCC.[O-]CC.[Na+].C(O)C. The catalyst is CN(C)C=O. The product is [OH:20][C:4]1[C:5]([CH3:19])([CH2:6][CH2:7][CH:8]([CH3:9])[CH3:10])[CH2:11][N:12]([C:13]2[CH:14]=[CH:15][CH:16]=[CH:17][CH:18]=2)[C:39](=[O:40])[C:38]=1[C:32]1[NH:31][C:30]2[S:29][CH:28]=[C:27]([CH2:26][NH:25][S:22]([CH3:21])(=[O:23])=[O:24])[C:35]=2[S:34](=[O:37])(=[O:36])[N:33]=1. The yield is 0.390. (4) The reactants are C([Li])CCC.C(NC(C)C)(C)C.[O:13]1[C:21]2[C:16](=[CH:17][CH:18]=[CH:19][CH:20]=2)[C:15](=[O:22])[CH2:14]1.F[S:24]([C:27]1[N:28]=[N:29][C:30]([O:33][CH3:34])=[CH:31][CH:32]=1)(=[O:26])=[O:25]. The catalyst is C1COCC1. The product is [CH3:34][O:33][C:30]1[N:29]=[N:28][C:27]([S:24]([C:14]2[O:13][C:21]3[CH:20]=[CH:19][CH:18]=[CH:17][C:16]=3[C:15]=2[OH:22])(=[O:26])=[O:25])=[CH:32][CH:31]=1. The yield is 0.170. (5) The reactants are [Br:1][CH2:2][CH2:3][CH2:4][Si:5](Cl)(Cl)Cl.[CH2:9]([Mg]Cl)[C:10](=[CH2:12])[CH3:11]. The catalyst is C1COCC1. The product is [Br:1][CH2:2][CH2:3][CH2:4][Si:5]([CH2:11][C:10](=[CH2:9])[CH3:12])([CH2:12][C:10](=[CH2:11])[CH3:9])[CH2:9][C:10](=[CH2:12])[CH3:11]. The yield is 0.920. (6) The yield is 0.900. The reactants are [CH3:1][C:2]1([CH3:8])[CH:7]2[CH:3]1[CH2:4][NH:5][CH2:6]2.[OH-].[Na+].P([O-])([O-])([O-])=O.[K+].[K+].[K+].[C-]#N.[Na+].CC1(C)[C@H]2[C@@H]1[CH2:25][NH:26][C@H]2S([O-])(=O)=O. No catalyst specified. The product is [CH3:1][C:2]1([CH3:8])[C@H:7]2[C@@H:3]1[CH2:4][NH:5][C@@H:6]2[C:25]#[N:26]. (7) The yield is 0.550. The product is [F:12][C:13]1[CH:18]=[CH:17][CH:16]=[CH:15][C:14]=1[CH2:25][C:26]1([OH:40])[CH2:32][O:31][CH2:30][CH2:29][N:28]([C:33]([O:35][C:36]([CH3:39])([CH3:38])[CH3:37])=[O:34])[CH2:27]1. The reactants are C([Li])CCC.CCCCCC.[F:12][C:13]1[CH:18]=[CH:17][CH:16]=[CH:15][C:14]=1Br.C1(CO[CH2:25][C:26]2([OH:40])[CH2:32][O:31][CH2:30][CH2:29][N:28]([C:33]([O:35][C:36]([CH3:39])([CH3:38])[CH3:37])=[O:34])[CH2:27]2)CC1.B(F)(F)F.S([O-])(O)(=O)=O.[Na+]. The catalyst is C1COCC1. (8) The reactants are C(O[C:4](=[O:30])[NH:5][CH2:6][C:7]1[CH:12]=[CH:11][C:10]([CH2:13][C:14]2[C:15]([F:29])=[C:16]([C:22]3[CH:27]=[CH:26][CH:25]=[C:24]([Cl:28])[CH:23]=3)[C:17]([O:20][CH3:21])=[CH:18][CH:19]=2)=[CH:9][N:8]=1)C.ClC(=O)[C:33]([O:35][CH2:36][CH3:37])=[O:34]. The catalyst is ClCCl. The product is [CH2:36]([O:35][C:33](=[O:34])[C:4]([NH:5][CH2:6][C:7]1[CH:12]=[CH:11][C:10]([CH2:13][C:14]2[C:15]([F:29])=[C:16]([C:22]3[CH:27]=[CH:26][CH:25]=[C:24]([Cl:28])[CH:23]=3)[C:17]([O:20][CH3:21])=[CH:18][CH:19]=2)=[CH:9][N:8]=1)=[O:30])[CH3:37]. The yield is 0.350. (9) The reactants are CS(O[CH2:6][CH2:7][N:8]1[CH:12]=[C:11]([C:13]2[CH:18]=[C:17]([C:19]([O:21]C)=[O:20])[CH:16]=[CH:15][N:14]=2)[N:10]=[CH:9]1)(=O)=O.[F:23][C:24]1[CH:25]=[C:26]([CH:30]=[CH:31][CH:32]=1)[CH2:27][NH:28][CH3:29]. No catalyst specified. The product is [F:23][C:24]1[CH:25]=[C:26]([CH2:27][N:28]([CH3:29])[CH2:6][CH2:7][N:8]2[CH:12]=[C:11]([C:13]3[CH:18]=[C:17]([C:19]([OH:21])=[O:20])[CH:16]=[CH:15][N:14]=3)[N:10]=[CH:9]2)[CH:30]=[CH:31][CH:32]=1. The yield is 0.0900.